This data is from Cav3 T-type calcium channel HTS with 100,875 compounds. The task is: Binary Classification. Given a drug SMILES string, predict its activity (active/inactive) in a high-throughput screening assay against a specified biological target. (1) The drug is S(=O)(=O)(NCC(=O)N1CCN(CC1)c1ncccc1)c1ccc(cc1)C. The result is 0 (inactive). (2) The compound is O=C1N(\N=C\c2oc(cc2)C)C(=O)C2C3C4(C(C12)C=C3)CC4. The result is 0 (inactive). (3) The molecule is FC(F)(F)c1ccc(CNC(=O)Cc2nn(c(=O)c3c2cccc3)C)cc1. The result is 0 (inactive). (4) The molecule is P(/N1CCOCC1)(N1CCOCC1)(=N\c1ccccc1)c1oc(cc1)C. The result is 0 (inactive).